The task is: Predict the product of the given reaction.. This data is from Forward reaction prediction with 1.9M reactions from USPTO patents (1976-2016). (1) Given the reactants [CH3:1][N:2]1[C:10]2[C:5](=[CH:6][CH:7]=[C:8]([CH3:11])[CH:9]=2)[C:4]([C:12]2[N:17]=[C:16]3[C:18]([C:21](O)=[O:22])=[CH:19][NH:20][C:15]3=[N:14][CH:13]=2)=[N:3]1.[NH2:24][C:25]1([CH2:28][OH:29])[CH2:27][CH2:26]1.CCN=C=NCCCN(C)C.O, predict the reaction product. The product is: [CH3:1][N:2]1[C:10]2[C:5](=[CH:6][CH:7]=[C:8]([CH3:11])[CH:9]=2)[C:4]([C:12]2[N:17]=[C:16]3[C:18]([C:21]([NH:24][C:25]4([CH2:28][OH:29])[CH2:27][CH2:26]4)=[O:22])=[CH:19][NH:20][C:15]3=[N:14][CH:13]=2)=[N:3]1. (2) The product is: [Br:1][C:2]1[CH:3]=[C:4]([C:10]2[CH:11]=[CH:12][C:13]([C:16]3[N:17]=[C:18]([C:22]4[CH:27]=[CH:26][C:25]([C:28]([F:29])([F:31])[F:30])=[CH:24][CH:23]=4)[O:19][C:20]=3[CH3:21])=[CH:14][CH:15]=2)[CH:5]=[C:6]([Br:9])[C:7]=1[O:8][CH2:33][C:34]([OH:36])=[O:35]. Given the reactants [Br:1][C:2]1[CH:3]=[C:4]([C:10]2[CH:15]=[CH:14][C:13]([C:16]3[N:17]=[C:18]([C:22]4[CH:27]=[CH:26][C:25]([C:28]([F:31])([F:30])[F:29])=[CH:24][CH:23]=4)[O:19][C:20]=3[CH3:21])=[CH:12][CH:11]=2)[CH:5]=[C:6]([Br:9])[C:7]=1[OH:8].Br[CH2:33][C:34]([O:36]C)=[O:35], predict the reaction product. (3) Given the reactants [F:1][C:2]1[CH:3]=[C:4]([C:14](=[O:16])[CH3:15])[CH:5]=[CH:6][C:7]=1[N:8]1[CH2:13][CH2:12][NH:11][CH2:10][CH2:9]1.[Br:17][C:18]1[CH:26]=[CH:25][C:24]([C:27]#[N:28])=[CH:23][C:19]=1[C:20](O)=[O:21], predict the reaction product. The product is: [C:14]([C:4]1[CH:5]=[CH:6][C:7]([N:8]2[CH2:13][CH2:12][N:11]([C:20]([C:19]3[CH:23]=[C:24]([CH:25]=[CH:26][C:18]=3[Br:17])[C:27]#[N:28])=[O:21])[CH2:10][CH2:9]2)=[C:2]([F:1])[CH:3]=1)(=[O:16])[CH3:15]. (4) Given the reactants [C:1]([O:5][C:6]([NH:8][C:9]1[CH:13]=[CH:12][S:11][C:10]=1[C:14]([OH:16])=O)=[O:7])([CH3:4])([CH3:3])[CH3:2].[F:17][C:18]1[CH:19]=[C:20]([CH:22]=[C:23]([F:25])[CH:24]=1)[NH2:21], predict the reaction product. The product is: [F:17][C:18]1[CH:19]=[C:20]([NH:21][C:14]([C:10]2[S:11][CH:12]=[CH:13][C:9]=2[NH:8][C:6](=[O:7])[O:5][C:1]([CH3:2])([CH3:3])[CH3:4])=[O:16])[CH:22]=[C:23]([F:25])[CH:24]=1. (5) Given the reactants [OH:1][N:2]1[C:7]([CH3:9])([CH3:8])[CH2:6][CH:5](O)[CH2:4][C:3]1([CH3:12])[CH3:11].N(OC(C)(C)C)=O.[C:20]1([C:26](=[CH2:36])[CH2:27][O:28][C:29]2[CH:35]=[CH:34][CH:33]=[CH:32][C:30]=2N)[CH:25]=[CH:24][CH:23]=[CH:22][CH:21]=1, predict the reaction product. The product is: [C:20]1([C:26]2([CH2:36][O:1][N:2]3[C:7]([CH3:9])([CH3:8])[CH2:6][CH2:5][CH2:4][C:3]3([CH3:12])[CH3:11])[C:30]3[CH:32]=[CH:33][CH:34]=[CH:35][C:29]=3[O:28][CH2:27]2)[CH:25]=[CH:24][CH:23]=[CH:22][CH:21]=1. (6) Given the reactants [Cl:1][C:2]1[CH:3]=[C:4]([C:23]([O:25][CH3:26])=[O:24])[C:5]([CH3:22])=[C:6]([NH:8][CH:9]2[CH2:14][CH2:13][N:12]([C:15]([O:17][C:18]([CH3:21])([CH3:20])[CH3:19])=[O:16])[CH2:11][CH2:10]2)[CH:7]=1.[H-].[Na+].Br[CH2:30][CH:31]=[CH2:32], predict the reaction product. The product is: [CH2:32]([N:8]([C:6]1[CH:7]=[C:2]([Cl:1])[CH:3]=[C:4]([C:23]([O:25][CH3:26])=[O:24])[C:5]=1[CH3:22])[CH:9]1[CH2:14][CH2:13][N:12]([C:15]([O:17][C:18]([CH3:19])([CH3:20])[CH3:21])=[O:16])[CH2:11][CH2:10]1)[CH:31]=[CH2:30]. (7) Given the reactants ClC(OCC(C)C)=O.[C:9]([O:13][C:14]([C:16]1([C:19](O)=[O:20])[CH2:18][CH2:17]1)=[O:15])([CH3:12])([CH3:11])[CH3:10].C(N(CC)CC)C, predict the reaction product. The product is: [OH:20][CH2:19][C:16]1([C:14]([O:13][C:9]([CH3:12])([CH3:11])[CH3:10])=[O:15])[CH2:17][CH2:18]1.